This data is from Full USPTO retrosynthesis dataset with 1.9M reactions from patents (1976-2016). The task is: Predict the reactants needed to synthesize the given product. (1) The reactants are: [CH3:1][C:2]1[CH:3]=[C:4]([CH:9]=[CH:10][C:11]=1[N+:12]([O-])=O)[C:5]([O:7][CH3:8])=[O:6].[NH4+].[Cl-]. Given the product [NH2:12][C:11]1[CH:10]=[CH:9][C:4]([C:5]([O:7][CH3:8])=[O:6])=[CH:3][C:2]=1[CH3:1], predict the reactants needed to synthesize it. (2) Given the product [CH2:11]([N:18]1[C:1](=[O:10])[C:2]2[C:3](=[CH:5][CH:6]=[CH:7][CH:8]=2)[N:4]=[C:19]1[C:20]1[CH:25]=[CH:24][C:23]([O:26][CH2:27][CH2:36][CH2:35][N:34]2[CH2:39][CH2:38][CH2:32][CH2:31][CH2:30]2)=[CH:22][CH:21]=1)[C:12]1[CH:17]=[CH:16][CH:15]=[CH:14][CH:13]=1, predict the reactants needed to synthesize it. The reactants are: [C:1]([OH:10])(=O)[C:2]1[C:3](=[CH:5][CH:6]=[CH:7][CH:8]=1)[NH2:4].[CH2:11]([NH2:18])[C:12]1[CH:17]=[CH:16][CH:15]=[CH:14][CH:13]=1.[CH:19](=O)[C:20]1[CH:25]=[CH:24][C:23]([O:26][CH3:27])=[CH:22][CH:21]=1.Cl[CH2:30][CH2:31][CH2:32]Br.[NH:34]1[CH2:39][CH2:38]C[CH2:36][CH2:35]1. (3) Given the product [C:2]([N+:6]([O-:7])=[CH:25][C:13]1[C:12]([S:8]([OH:11])(=[O:9])=[O:10])=[N:17][C:16]([S:18]([OH:21])(=[O:20])=[O:19])=[C:15]2[NH:22][CH:23]=[CH:24][C:14]=12)([CH3:5])([CH3:4])[CH3:3], predict the reactants needed to synthesize it. The reactants are: Cl.[C:2]([NH:6][OH:7])([CH3:5])([CH3:4])[CH3:3].[S:8]([C:12]1[N:17]=[C:16]([S:18]([OH:21])(=[O:20])=[O:19])[C:15]2[NH:22][CH:23]=[CH:24][C:14]=2[C:13]=1[CH:25]=O)([OH:11])(=[O:10])=[O:9]. (4) Given the product [O:1]1[CH:5]=[CH:4][CH:3]=[C:2]1[CH2:6][CH2:7][CH2:8][OH:9], predict the reactants needed to synthesize it. The reactants are: [O:1]1[CH:5]=[CH:4][CH:3]=[C:2]1[CH2:6][CH2:7][C:8](O)=[O:9].B.